From a dataset of Forward reaction prediction with 1.9M reactions from USPTO patents (1976-2016). Predict the product of the given reaction. (1) Given the reactants [H-].[Na+].[Br:3][C:4]1[C:5]([F:24])=[CH:6][C:7]2[C:8]3[CH2:16][N:15]([C:17]([O:19][C:20]([CH3:23])([CH3:22])[CH3:21])=[O:18])[CH2:14][CH2:13][C:9]=3[NH:10][C:11]=2[CH:12]=1.I[CH3:26], predict the reaction product. The product is: [Br:3][C:4]1[C:5]([F:24])=[CH:6][C:7]2[C:8]3[CH2:16][N:15]([C:17]([O:19][C:20]([CH3:21])([CH3:23])[CH3:22])=[O:18])[CH2:14][CH2:13][C:9]=3[N:10]([CH3:26])[C:11]=2[CH:12]=1. (2) Given the reactants [CH2:1]([C:5]1[O:6][C:7]2[CH:13]=[C:12]([C:14]([O:16][CH3:17])=[O:15])[CH:11]=[CH:10][C:8]=2[CH:9]=1)[CH2:2][C:3]#[CH:4], predict the reaction product. The product is: [CH3:17][O:16][C:14]([C:12]1[CH:11]=[CH:10][C:8]2[CH:9]=[C:5]([CH2:1][CH2:2][C:3]3[O:6][C:7]4[C:13](=[C:12]([C:14]([O:16][CH3:17])=[O:15])[CH:11]=[CH:10][CH:8]=4)[CH:4]=3)[O:6][C:7]=2[CH:13]=1)=[O:15]. (3) Given the reactants [NH:1]1[CH2:6][CH2:5][CH:4]([CH2:7][OH:8])[CH2:3][CH2:2]1.C(N(CC)CC)C.[CH2:16]([O:23][C:24](Cl)=[O:25])[C:17]1[CH:22]=[CH:21][CH:20]=[CH:19][CH:18]=1, predict the reaction product. The product is: [CH2:16]([O:23][C:24]([N:1]1[CH2:6][CH2:5][CH:4]([CH2:7][OH:8])[CH2:3][CH2:2]1)=[O:25])[C:17]1[CH:22]=[CH:21][CH:20]=[CH:19][CH:18]=1. (4) Given the reactants [CH2:1]([C:4]1[C:8]([CH2:9][CH2:10][C:11](OCC)=[O:12])=[CH:7][N:6]([C:16]2[CH:21]=[CH:20][C:19]([C:22]([F:25])([F:24])[F:23])=[CH:18][N:17]=2)[N:5]=1)[CH2:2][CH3:3].[H-].C([Al+]CC(C)C)C(C)C.Cl, predict the reaction product. The product is: [CH2:1]([C:4]1[C:8]([CH2:9][CH2:10][CH2:11][OH:12])=[CH:7][N:6]([C:16]2[CH:21]=[CH:20][C:19]([C:22]([F:23])([F:25])[F:24])=[CH:18][N:17]=2)[N:5]=1)[CH2:2][CH3:3].